Dataset: Catalyst prediction with 721,799 reactions and 888 catalyst types from USPTO. Task: Predict which catalyst facilitates the given reaction. (1) Reactant: O[CH:2]([C:19]1[CH:24]=[CH:23][C:22]([O:25][CH3:26])=[C:21]([CH:27]([CH3:29])[CH3:28])[CH:20]=1)[C:3]1[C:8]([CH3:9])=[CH:7][C:6]([NH:10][C:11](=[O:17])[O:12][C:13]([CH3:16])([CH3:15])[CH3:14])=[CH:5][C:4]=1[CH3:18].[H][H]. Product: [CH3:26][O:25][C:22]1[CH:23]=[CH:24][C:19]([CH2:2][C:3]2[C:4]([CH3:18])=[CH:5][C:6]([NH:10][C:11](=[O:17])[O:12][C:13]([CH3:14])([CH3:15])[CH3:16])=[CH:7][C:8]=2[CH3:9])=[CH:20][C:21]=1[CH:27]([CH3:29])[CH3:28]. The catalyst class is: 45. (2) Reactant: [CH:1]1[C:13]2[N:12]([C:14]3[CH:19]=[CH:18][C:17]([C:20](=[O:22])[CH3:21])=[CH:16][CH:15]=3)[C:11]3[C:6](=[CH:7][CH:8]=[CH:9][CH:10]=3)[C:5]=2[CH:4]=[CH:3][CH:2]=1.[S:23]1[CH:27]=[CH:26][CH:25]=[C:24]1[C:28](Cl)=[O:29].[Al+3].[Cl-].[Cl-].[Cl-].[C:35](Cl)(=[O:47])[CH2:36][CH2:37][CH2:38][CH2:39][CH2:40][CH2:41][CH2:42][CH2:43][C:44](Cl)=[O:45]. Product: [C:20]([C:17]1[CH:16]=[CH:15][C:14]([N:12]2[C:13]3[CH:1]=[CH:2][C:3]([C:35](=[O:47])[CH2:36][CH2:37][CH2:38][CH2:39][CH2:40][CH2:41][CH2:42][CH2:43][C:44]([C:8]4[CH:9]=[CH:10][C:11]5[N:12]([C:14]6[CH:15]=[CH:16][C:17]([C:20](=[O:22])[CH3:21])=[CH:18][CH:19]=6)[C:13]6[C:5]([C:6]=5[CH:7]=4)=[CH:4][C:3]([C:28]([C:24]4[S:23][CH:27]=[CH:26][CH:25]=4)=[O:29])=[CH:2][CH:1]=6)=[O:45])=[CH:4][C:5]=3[C:6]3[C:11]2=[CH:10][CH:9]=[C:8]([C:28]([C:24]2[S:23][CH:27]=[CH:26][CH:25]=2)=[O:29])[CH:7]=3)=[CH:19][CH:18]=1)(=[O:22])[CH3:21]. The catalyst class is: 2. (3) Reactant: C(OC(=O)[CH:5]([C:16]#[N:17])[C:6]1[CH:7]=[N:8][C:9]([C:12](F)(F)F)=N[CH:11]=1)C.BrCC1CC1.[Na+].[I-].C1COCC1.[NH4+].[Cl-:32]. Product: [Cl:32][C:12]1[CH:11]=[C:6]([CH2:5][C:16]#[N:17])[CH:7]=[N:8][CH:9]=1. The catalyst class is: 12. (4) Reactant: [CH3:1][C:2]1[C:3]([CH2:8][N:9]([CH2:14][C:15]2[C:20]([CH3:21])=[CH:19][CH:18]=[CH:17][N:16]=2)[CH2:10][CH2:11][CH2:12][NH2:13])=[N:4][CH:5]=[CH:6][CH:7]=1.C[Si]([N:26]=[C:27]=[O:28])(C)C. Product: [CH3:1][C:2]1[C:3]([CH2:8][N:9]([CH2:14][C:15]2[C:20]([CH3:21])=[CH:19][CH:18]=[CH:17][N:16]=2)[CH2:10][CH2:11][CH2:12][NH:13][C:27]([NH2:26])=[O:28])=[N:4][CH:5]=[CH:6][CH:7]=1. The catalyst class is: 41. (5) Reactant: [CH3:1][C:2]1[CH:3]=[C:4]([C:8]2[N:9]=[C:10]3[CH:15]=[CH:14][CH:13]=[N:12][N:11]3[C:16]=2[C:17]2[CH:22]=[CH:21][N:20]=[C:19]([NH:23][C:24](=O)[O:25]CC(Cl)(Cl)Cl)[CH:18]=2)[CH:5]=[CH:6][CH:7]=1.[NH:32]1[CH2:37][CH2:36][CH2:35][CH2:34][CH2:33]1.C(N(C(C)C)C(C)C)C.C(=O)([O-])O.[Na+]. Product: [CH3:1][C:2]1[CH:3]=[C:4]([C:8]2[N:9]=[C:10]3[CH:15]=[CH:14][CH:13]=[N:12][N:11]3[C:16]=2[C:17]2[CH:22]=[CH:21][N:20]=[C:19]([NH:23][C:24]([N:32]3[CH2:37][CH2:36][CH2:35][CH2:34][CH2:33]3)=[O:25])[CH:18]=2)[CH:5]=[CH:6][CH:7]=1. The catalyst class is: 16. (6) Reactant: CC([Mg]Cl)C.[Br:6][C:7]1[CH:12]=[CH:11][C:10](Br)=[CH:9][N:8]=1.CN(C)[CH:16]=[CH:17][CH:18]=[O:19].Cl. Product: [Br:6][C:7]1[N:8]=[CH:9][C:10]([CH:16]=[CH:17][CH:18]=[O:19])=[CH:11][CH:12]=1. The catalyst class is: 1. (7) Reactant: [Cl:1][C:2]1[CH:7]=[CH:6][CH:5]=[CH:4][C:3]=1[N:8]1[N:12]=[C:11]([NH2:13])[CH:10]=[N:9]1.[F:14][C:15]([F:26])([F:25])[C:16]1[CH:24]=[CH:23][CH:22]=[CH:21][C:17]=1[C:18](Cl)=[O:19].C(N(CC)CC)C. Product: [Cl:1][C:2]1[CH:7]=[CH:6][CH:5]=[CH:4][C:3]=1[N:8]1[N:12]=[C:11]([NH:13][C:18](=[O:19])[C:17]2[CH:21]=[CH:22][CH:23]=[CH:24][C:16]=2[C:15]([F:14])([F:25])[F:26])[CH:10]=[N:9]1. The catalyst class is: 4.